This data is from Forward reaction prediction with 1.9M reactions from USPTO patents (1976-2016). The task is: Predict the product of the given reaction. (1) Given the reactants CCN(C(C)C)C(C)C.Cl.[C:11]1([C:17]([CH:19]2[CH2:24][CH2:23][NH:22][CH2:21][CH2:20]2)=[O:18])[CH:16]=[CH:15][CH:14]=[CH:13][CH:12]=1.[CH3:25][S:26](Cl)(=[O:28])=[O:27], predict the reaction product. The product is: [CH3:25][S:26]([N:22]1[CH2:23][CH2:24][CH:19]([C:17]([C:11]2[CH:12]=[CH:13][CH:14]=[CH:15][CH:16]=2)=[O:18])[CH2:20][CH2:21]1)(=[O:28])=[O:27]. (2) Given the reactants [CH3:1][CH:2]([S:4]([NH:7][CH2:8][CH2:9][C:10]1[CH:11]=[C:12]2[C:17](=[CH:18][CH:19]=1)[CH:16]=[C:15]([O:20][CH2:21][C:22]#[N:23])[CH:14]=[CH:13]2)(=[O:6])=[O:5])[CH3:3].CSC.B.C1COCC1.[OH-].[Na+], predict the reaction product. The product is: [NH2:23][CH2:22][CH2:21][O:20][C:15]1[CH:16]=[C:17]2[C:12](=[CH:13][CH:14]=1)[CH:11]=[C:10]([CH2:9][CH2:8][NH:7][S:4]([CH:2]([CH3:3])[CH3:1])(=[O:6])=[O:5])[CH:19]=[CH:18]2. (3) Given the reactants [OH:1][C@H:2]([C:9]1[N:10]=[C:11]([C:14](=O)[CH3:15])[NH:12][CH:13]=1)[C@H:3]([OH:8])[C@H:4]([OH:7])[CH2:5][OH:6].O.[NH2:18][NH2:19], predict the reaction product. The product is: [N:18](=[C:14]([C:11]1[NH:12][CH:13]=[C:9]([C@@H:2]([OH:1])[C@H:3]([OH:8])[C@H:4]([OH:7])[CH2:5][OH:6])[N:10]=1)[CH3:15])[NH2:19]. (4) Given the reactants [CH3:1][NH:2][C:3]1[CH:4]=[N:5][CH:6]=[CH:7][C:8]=1[C:9]1[CH:14]=[CH:13][CH:12]=[CH:11][C:10]=1[CH3:15].[CH3:16][O:17][C:18]1[CH:26]=[CH:25][C:21]([C:22]([OH:24])=O)=[CH:20][C:19]=1[C:27]([F:30])([F:29])[F:28], predict the reaction product. The product is: [CH3:16][O:17][C:18]1[CH:26]=[CH:25][C:21]([C:22]([N:2]([CH3:1])[C:3]2[CH:4]=[N:5][CH:6]=[CH:7][C:8]=2[C:9]2[CH:14]=[CH:13][CH:12]=[CH:11][C:10]=2[CH3:15])=[O:24])=[CH:20][C:19]=1[C:27]([F:30])([F:29])[F:28].